From a dataset of Peptide-MHC class II binding affinity with 134,281 pairs from IEDB. Regression. Given a peptide amino acid sequence and an MHC pseudo amino acid sequence, predict their binding affinity value. This is MHC class II binding data. The peptide sequence is ALRHKWLNPSTFGDL. The MHC is DRB1_0101 with pseudo-sequence DRB1_0101. The binding affinity (normalized) is 0.282.